From a dataset of Forward reaction prediction with 1.9M reactions from USPTO patents (1976-2016). Predict the product of the given reaction. (1) Given the reactants [CH:1]([NH:4][C:5]1[C:10]([NH2:11])=[CH:9][N:8]=[C:7]([NH:12][C:13]2[CH:18]=[CH:17][N:16]=[C:15]([N:19]3[CH2:24][CH2:23][CH:22]([O:25][CH3:26])[CH2:21][CH2:20]3)[N:14]=2)[CH:6]=1)([CH3:3])[CH3:2].[CH3:27][N:28]=[C:29]=S.F[P-](F)(F)(F)(F)F.N1(O[P+](N(C)C)(N(C)C)N(C)C)C2C=CC=CC=2N=N1.C1CCN2C(=NCCC2)CC1, predict the reaction product. The product is: [CH:1]([N:4]1[C:5]2[CH:6]=[C:7]([NH:12][C:13]3[CH:18]=[CH:17][N:16]=[C:15]([N:19]4[CH2:24][CH2:23][CH:22]([O:25][CH3:26])[CH2:21][CH2:20]4)[N:14]=3)[N:8]=[CH:9][C:10]=2[N:11]=[C:27]1[NH:28][CH3:29])([CH3:3])[CH3:2]. (2) Given the reactants C([S:4][CH2:5][CH:6]([CH:26]1[C:34]2[C:29](=[CH:30][C:31]([Br:35])=[CH:32][CH:33]=2)[CH2:28][CH2:27]1)[C:7]([NH:9][CH:10]([CH2:15][C:16]1[CH:25]=[CH:24][C:23]2[C:18](=[CH:19][CH:20]=[CH:21][CH:22]=2)[N:17]=1)[C:11]([O:13]C)=[O:12])=[O:8])(=O)C.[OH-].[Na+].Cl, predict the reaction product. The product is: [Br:35][C:31]1[CH:30]=[C:29]2[C:34](=[CH:33][CH:32]=1)[CH:26]([CH:6]([CH2:5][SH:4])[C:7]([NH:9][C@H:10]([C:11]([OH:13])=[O:12])[CH2:15][C:16]1[CH:25]=[CH:24][C:23]3[C:18](=[CH:19][CH:20]=[CH:21][CH:22]=3)[N:17]=1)=[O:8])[CH2:27][CH2:28]2. (3) Given the reactants [F:1][C:2]1[CH:7]=[CH:6][C:5]([S:8][C:9]2[N:14]=[CH:13][C:12]([C:15](=O)[CH3:16])=[CH:11][C:10]=2[CH3:18])=[CH:4][CH:3]=1.[CH3:19][C:20]([S@:23]([NH2:25])=[O:24])([CH3:22])[CH3:21], predict the reaction product. The product is: [F:1][C:2]1[CH:7]=[CH:6][C:5]([S:8][C:9]2[N:14]=[CH:13][C:12]([CH:15]([NH:25][S@@:23]([C:20]([CH3:22])([CH3:21])[CH3:19])=[O:24])[CH3:16])=[CH:11][C:10]=2[CH3:18])=[CH:4][CH:3]=1. (4) Given the reactants C(OC(=O)COC1C=CC(Cl)=CC=1C#CC1C=NC=CC=1C)(C)(C)C.[C:26]([O:30][C:31](=[O:43])[CH2:32][O:33][C:34]1[CH:39]=[CH:38][C:37]([Cl:40])=[CH:36][C:35]=1[C:41]#[CH:42])([CH3:29])([CH3:28])[CH3:27].Br[C:45]1[CH:46]=[C:47]([CH:50]=[CH:51][C:52]=1[F:53])[C:48]#[N:49], predict the reaction product. The product is: [C:26]([O:30][C:31](=[O:43])[CH2:32][O:33][C:34]1[CH:39]=[CH:38][C:37]([Cl:40])=[CH:36][C:35]=1[C:41]#[C:42][C:45]1[CH:46]=[C:47]([C:48]#[N:49])[CH:50]=[CH:51][C:52]=1[F:53])([CH3:29])([CH3:28])[CH3:27]. (5) Given the reactants OCC[N:4]1[C:12]2[C:7](=[CH:8][C:9]([O:13][CH3:14])=[CH:10][CH:11]=2)[CH:6]=[C:5]1[C:15]([OH:17])=[O:16].[CH3:18][CH2:19]O, predict the reaction product. The product is: [CH3:14][O:13][C:9]1[CH:8]=[C:7]2[C:12](=[CH:11][CH:10]=1)[NH:4][C:5]([C:15]([O:17][CH2:18][CH3:19])=[O:16])=[CH:6]2. (6) Given the reactants [Cl:1][C:2]1[CH:11]=[CH:10][C:5]([C:6]([O:8][CH3:9])=[O:7])=[C:4]([NH:12][CH2:13][CH2:14][CH2:15][OH:16])[C:3]=1[NH:17][C:18](=S)[NH:19][C:20]1[C:21]([CH3:29])=[N:22][C:23]([O:27][CH3:28])=[N:24][C:25]=1[CH3:26].Cl.C(N=C=NCCCN(C)C)C.C(N(CC)CC)C, predict the reaction product. The product is: [Cl:1][C:2]1[C:3]2[N:17]=[C:18]([NH:19][C:20]3[C:21]([CH3:29])=[N:22][C:23]([O:27][CH3:28])=[N:24][C:25]=3[CH3:26])[N:12]([CH2:13][CH2:14][CH2:15][OH:16])[C:4]=2[C:5]([C:6]([O:8][CH3:9])=[O:7])=[CH:10][CH:11]=1.